From a dataset of Experimentally validated miRNA-target interactions with 360,000+ pairs, plus equal number of negative samples. Binary Classification. Given a miRNA mature sequence and a target amino acid sequence, predict their likelihood of interaction. The miRNA is hsa-miR-7-5p with sequence UGGAAGACUAGUGAUUUUGUUGUU. The protein sequence of the target gene is MAGWQSYVDNLMCDGCCQEAAIVGYCDAKYVWAATAGGVFQSITPIEIDMIVGKDREGFFTNGLTLGAKKCSVIRDSLYVDGDCTMDIRTKSQGGEPTYNVAVGRAGRVLVFVMGKEGVHGGGLNKKAYSMAKYLRDSGF. Result: 1 (interaction).